From a dataset of Reaction yield outcomes from USPTO patents with 853,638 reactions. Predict the reaction yield, written as a fraction of the theoretical maximum amount of product (1.0 means a 100% yield; for example, 0.34 means a 34% yield). The reactants are F[C:2]1[CH:3]=[C:4]([CH:7]=[CH:8][CH:9]=1)[C:5]#[N:6].[NH:10]1[CH2:15][CH2:14][O:13][CH2:12][CH2:11]1. The catalyst is C(#N)C. The product is [O:13]1[CH2:14][CH2:15][N:10]([C:2]2[CH:3]=[C:4]([CH:7]=[CH:8][CH:9]=2)[C:5]#[N:6])[CH2:11][CH2:12]1. The yield is 0.270.